From a dataset of NCI-60 drug combinations with 297,098 pairs across 59 cell lines. Regression. Given two drug SMILES strings and cell line genomic features, predict the synergy score measuring deviation from expected non-interaction effect. (1) Drug 1: C1=C(C(=O)NC(=O)N1)F. Drug 2: CC(C)CN1C=NC2=C1C3=CC=CC=C3N=C2N. Cell line: HCT116. Synergy scores: CSS=41.9, Synergy_ZIP=0.633, Synergy_Bliss=-1.91, Synergy_Loewe=-3.55, Synergy_HSA=-2.20. (2) Drug 1: COC1=C(C=C2C(=C1)N=CN=C2NC3=CC(=C(C=C3)F)Cl)OCCCN4CCOCC4. Drug 2: C1=NC2=C(N1)C(=S)N=CN2. Cell line: LOX IMVI. Synergy scores: CSS=26.6, Synergy_ZIP=-1.67, Synergy_Bliss=2.27, Synergy_Loewe=-22.8, Synergy_HSA=3.60.